From a dataset of KCNQ2 potassium channel screen with 302,405 compounds. Binary Classification. Given a drug SMILES string, predict its activity (active/inactive) in a high-throughput screening assay against a specified biological target. (1) The compound is Clc1ccc(N2CCN(CC2)C(=O)c2c([nH]c(c2)c2ccc(F)cc2)C)cc1. The result is 0 (inactive). (2) The drug is S=C(N1CC(OC(C1)C)C)Nc1cc(F)ccc1. The result is 0 (inactive). (3) The molecule is O(c1ccc(/C(=N\Nc2nc(c3ccccc3)cc(n2)C)C)cc1)C. The result is 0 (inactive). (4) The molecule is Clc1c(NCCNC(=O)c2c(c([N+]([O-])=O)ccc2)C)ncc(c1)C(F)(F)F. The result is 0 (inactive). (5) The molecule is S(Cc1cc(F)ccc1)c1sc(NC(=O)c2occc2)nn1. The result is 0 (inactive). (6) The compound is Brc1ccc(C(=O)NCCC(=O)N(CCc2ccccc2)Cc2ccccc2)cc1. The result is 0 (inactive). (7) The compound is Clc1c(=O)n(ncc1N1CCC2(OCCO2)CC1)C12CC3CC(C1)CC(C2)C3. The result is 0 (inactive). (8) The drug is s1c2c(=O)n(CCCC(=O)NCc3sccc3)c(=O)[nH]c2cc1. The result is 0 (inactive).